This data is from Catalyst prediction with 721,799 reactions and 888 catalyst types from USPTO. The task is: Predict which catalyst facilitates the given reaction. Reactant: [OH:1][C@@H:2]([C@@H:4]1[C@@H:7]([C@@H:8]([CH3:27])[C:9]([C:11]2[S:15][C:14]3=[C:16]([C:19]([C:21]4[CH:22]=[N:23][CH:24]=[CH:25][CH:26]=4)=[O:20])[N:17]=[CH:18][N:13]3[CH:12]=2)=O)[N:6]([C:28]([C:48]([O:50][CH2:51][C:52]2[CH:57]=[CH:56][C:55]([N+:58]([O-:60])=[O:59])=[CH:54][CH:53]=2)=[O:49])=P(C2C=CC=CC=2)(C2C=CC=CC=2)C2C=CC=CC=2)[C:5]1=[O:61])[CH3:3]. Product: [OH:1][C@@H:2]([C@H:4]1[C:5](=[O:61])[N:6]2[C:28]([C:48]([O:50][CH2:51][C:52]3[CH:53]=[CH:54][C:55]([N+:58]([O-:60])=[O:59])=[CH:56][CH:57]=3)=[O:49])=[C:9]([C:11]3[S:15][C:14]4=[C:16]([C:19]([C:21]5[CH:22]=[N:23][CH:24]=[CH:25][CH:26]=5)=[O:20])[N:17]=[CH:18][N:13]4[CH:12]=3)[C@H:8]([CH3:27])[C@H:7]12)[CH3:3]. The catalyst class is: 11.